From a dataset of Full USPTO retrosynthesis dataset with 1.9M reactions from patents (1976-2016). Predict the reactants needed to synthesize the given product. (1) The reactants are: [CH2:1]([C@H:3]1[C@@H:7]([C:8]2[N:12]3[C:13]4[CH:19]=[CH:18][N:17](S(C5C=CC(C)=CC=5)(=O)=O)[C:14]=4[N:15]=[CH:16][C:11]3=[N:10][N:9]=2)[CH2:6][C@@H:5]([CH2:30][CH2:31][C:32]#[N:33])[CH2:4]1)[CH3:2].[OH-].[Na+].O.P(=O)(O)(O)O. Given the product [CH2:1]([C@H:3]1[C@@H:7]([C:8]2[N:12]3[C:13]4[CH:19]=[CH:18][NH:17][C:14]=4[N:15]=[CH:16][C:11]3=[N:10][N:9]=2)[CH2:6][C@@H:5]([CH2:30][CH2:31][C:32]#[N:33])[CH2:4]1)[CH3:2], predict the reactants needed to synthesize it. (2) Given the product [Cl:18][C:12]1[CH:13]=[CH:14][CH:15]=[C:16]([F:17])[C:11]=1[N:9]1[CH:8]=[C:7]2[C:2]([NH:24][C:22]([CH:19]3[CH2:21][CH2:20]3)=[O:23])=[N:3][CH:4]=[CH:5][C:6]2=[N:10]1, predict the reactants needed to synthesize it. The reactants are: Cl[C:2]1[C:7]2=[CH:8][N:9]([C:11]3[C:16]([F:17])=[CH:15][CH:14]=[CH:13][C:12]=3[Cl:18])[N:10]=[C:6]2[CH:5]=[CH:4][N:3]=1.[CH:19]1([C:22]([NH2:24])=[O:23])[CH2:21][CH2:20]1.CC1(C)C2C(=C(P(C3C=CC=CC=3)C3C=CC=CC=3)C=CC=2)OC2C(P(C3C=CC=CC=3)C3C=CC=CC=3)=CC=CC1=2.C(=O)([O-])[O-].[Cs+].[Cs+]. (3) Given the product [NH2:38][C:35]1[S:36][CH:37]=[C:33](/[C:12](=[N:11]/[O:10][C:7]([CH3:8])([CH3:9])[C:6]([OH:46])=[O:5])/[C:13]([NH:15][C@@H:16]2[C:19](=[O:20])[N:18]([S:21]([OH:24])(=[O:23])=[O:22])[C@@H:17]2[CH2:25][N:26]2[CH2:30][C@@H:29]([CH3:31])[O:28][C:27]2=[O:32])=[O:14])[N:34]=1, predict the reactants needed to synthesize it. The reactants are: C([O:5][C:6](=[O:46])[C:7]([O:10]/[N:11]=[C:12](/[C:33]1[N:34]=[C:35]([NH:38]C(OC(C)(C)C)=O)[S:36][CH:37]=1)\[C:13]([NH:15][C@@H:16]1[C:19](=[O:20])[N:18]([S:21]([OH:24])(=[O:23])=[O:22])[C@@H:17]1[CH2:25][N:26]1[CH2:30][C@@H:29]([CH3:31])[O:28][C:27]1=[O:32])=[O:14])([CH3:9])[CH3:8])(C)(C)C.C(O)(C(F)(F)F)=O. (4) Given the product [CH3:31][N:27]1[C:28]2[C:24](=[CH:23][C:22]([NH:21][C:19]([NH:18][C:14]3[CH:13]=[C:12]([CH:17]=[CH:16][CH:15]=3)[O:11][C:9]3[CH:8]=[CH:7][N:6]=[C:5]([C:3]([OH:32])=[O:4])[CH:10]=3)=[O:20])=[CH:30][CH:29]=2)[CH:25]=[N:26]1, predict the reactants needed to synthesize it. The reactants are: CN[C:3]([C:5]1[CH:10]=[C:9]([O:11][C:12]2[CH:17]=[CH:16][CH:15]=[C:14]([NH:18][C:19]([NH:21][C:22]3[CH:23]=[C:24]4[C:28](=[CH:29][CH:30]=3)[N:27]([CH3:31])[N:26]=[CH:25]4)=[O:20])[CH:13]=2)[CH:8]=[CH:7][N:6]=1)=[O:4].[OH-:32].[K+]. (5) Given the product [F:17][C:5]1[C:6]([C:8]2[CH:13]=[CH:12][C:11]([F:14])=[CH:10][C:9]=2[O:15][CH3:16])=[N:7][C:2]([NH:24][C:23]2[CH:25]=[C:26]([C:28]([F:29])([F:30])[F:31])[CH:27]=[C:21]([CH2:20][S:19][CH3:18])[CH:22]=2)=[N:3][CH:4]=1, predict the reactants needed to synthesize it. The reactants are: Cl[C:2]1[N:7]=[C:6]([C:8]2[CH:13]=[CH:12][C:11]([F:14])=[CH:10][C:9]=2[O:15][CH3:16])[C:5]([F:17])=[CH:4][N:3]=1.[CH3:18][S:19][CH2:20][C:21]1[CH:22]=[C:23]([CH:25]=[C:26]([C:28]([F:31])([F:30])[F:29])[CH:27]=1)[NH2:24]. (6) Given the product [NH2:29][C:10]1[C:11]([NH:15][CH2:16][C@@H:17]2[CH2:21][CH2:20][CH2:19][N:18]2[C:22]([O:24][C:25]([CH3:28])([CH3:27])[CH3:26])=[O:23])=[N:12][CH:13]=[N:14][C:9]=1[N:8]([CH2:32][C:33]1[CH:38]=[CH:37][CH:36]=[CH:35][CH:34]=1)[CH2:1][C:2]1[CH:3]=[CH:4][CH:5]=[CH:6][CH:7]=1, predict the reactants needed to synthesize it. The reactants are: [CH2:1]([N:8]([CH2:32][C:33]1[CH:38]=[CH:37][CH:36]=[CH:35][CH:34]=1)[C:9]1[N:14]=[CH:13][N:12]=[C:11]([NH:15][CH2:16][C@@H:17]2[CH2:21][CH2:20][CH2:19][N:18]2[C:22]([O:24][C:25]([CH3:28])([CH3:27])[CH3:26])=[O:23])[C:10]=1[N+:29]([O-])=O)[C:2]1[CH:7]=[CH:6][CH:5]=[CH:4][CH:3]=1.[Cl-].[NH4+]. (7) Given the product [Br:8][C:5]1[CH:6]=[CH:7][C:2]([C:15]2([OH:14])[CH2:19][CH2:18][N:17]([C:20]([O:22][C:23]([CH3:25])([CH3:24])[CH3:26])=[O:21])[CH2:16]2)=[CH:3][CH:4]=1, predict the reactants needed to synthesize it. The reactants are: Br[C:2]1[CH:7]=[CH:6][C:5]([Br:8])=[CH:4][CH:3]=1.C([Li])CCC.[O:14]=[C:15]1[CH2:19][CH2:18][N:17]([C:20]([O:22][C:23]([CH3:26])([CH3:25])[CH3:24])=[O:21])[CH2:16]1. (8) Given the product [C:13]([O:16][C:10](=[O:11])[NH:9][C:4]1[CH:5]=[CH:6][C:7]([F:8])=[C:2]([F:1])[CH:3]=1)([CH3:15])([CH3:14])[CH3:12], predict the reactants needed to synthesize it. The reactants are: [F:1][C:2]1[CH:3]=[C:4]([N:9]=[C:10]=[O:11])[CH:5]=[CH:6][C:7]=1[F:8].[CH3:12][C:13]([OH:16])([CH3:15])[CH3:14].